This data is from Full USPTO retrosynthesis dataset with 1.9M reactions from patents (1976-2016). The task is: Predict the reactants needed to synthesize the given product. Given the product [CH3:1][O:2][CH2:3][C:4]1[NH:15][C:14]([NH2:16])=[N:13][N:12]=1, predict the reactants needed to synthesize it. The reactants are: [CH3:1][O:2][CH2:3][C:4](O)=O.S(O)(O)(=O)=O.[NH2:12][NH:13][C:14]([NH2:16])=[NH:15].C(=O)([O-])O.[Na+].